From a dataset of Forward reaction prediction with 1.9M reactions from USPTO patents (1976-2016). Predict the product of the given reaction. (1) Given the reactants [OH:1][C:2]1([CH2:9][NH:10][C:11]([C:13]2[C:21]3[C:16](=[CH:17][CH:18]=[CH:19][C:20]=3[Cl:22])[NH:15][CH:14]=2)=[O:12])[CH2:7][CH2:6][CH2:5][CH:4]([CH3:8])[CH2:3]1.C([O-])([O-])=O.[K+].[K+].C(OC([N:36]1[CH2:40][CH2:39][CH2:38][CH:37]1[CH2:41]OS(C1C=CC(C)=CC=1)(=O)=O)=O)(C)(C)C, predict the reaction product. The product is: [OH:1][C:2]1([CH2:9][NH:10][C:11]([C:13]2[C:21]3[C:16](=[CH:17][CH:18]=[CH:19][C:20]=3[Cl:22])[N:15]([CH2:41][CH:37]3[CH2:38][CH2:39][CH2:40][NH:36]3)[CH:14]=2)=[O:12])[CH2:7][CH2:6][CH2:5][CH:4]([CH3:8])[CH2:3]1. (2) The product is: [C:25]([O:24][C:22](=[O:23])[CH2:21][N:3]1[C:4]2[C:9](=[CH:8][CH:7]=[C:6]([C:17]([O:19][CH3:20])=[O:18])[CH:5]=2)[C:10]([CH:11]2[CH2:16][CH2:15][CH2:14][CH2:13][CH2:12]2)=[C:2]1[C:36]1[CH:37]=[CH:38][CH:39]=[CH:40][C:41]=1[NH:42][C:52]([O:55][C:6]([CH3:17])([CH3:7])[CH3:5])=[O:53])([CH3:28])([CH3:27])[CH3:26]. Given the reactants Br[C:2]1[N:3]([CH2:21][C:22]([O:24][C:25]([CH3:28])([CH3:27])[CH3:26])=[O:23])[C:4]2[C:9]([C:10]=1[CH:11]1[CH2:16][CH2:15][CH2:14][CH2:13][CH2:12]1)=[CH:8][CH:7]=[C:6]([C:17]([O:19][CH3:20])=[O:18])[CH:5]=2.C([C:36]1[C:41]([NH2:42])=[CH:40][CH:39]=[CH:38][C:37]=1B1OC(C)(C)C(C)(C)O1)(OC(C)(C)C)=O.[C:52]([O-:55])([O-])=[O:53].[Na+].[Na+].[Li+].[Cl-], predict the reaction product. (3) Given the reactants Br[CH:2]1[CH:6]2[O:7][C:8](=[O:11])[CH:9]3[CH2:10][CH:3]1[CH2:4][CH:5]23.[OH-:12].[Na+].Cl, predict the reaction product. The product is: [O:12]=[C:6]1[CH:5]2[CH2:4][CH:3]([CH2:10][CH:9]2[C:8]([OH:7])=[O:11])[CH2:2]1. (4) The product is: [CH:9]([OH:10])=[O:51].[N:48]1([CH2:2][C:3]2[N:8]=[C:7]([C:9]([NH:11][C:12]3[CH:20]=[C:19]([C:21]4[CH:22]=[C:23]5[CH:29]=[N:28][NH:27][C:24]5=[N:25][CH:26]=4)[CH:18]=[C:17]4[C:13]=3[CH:14]=[N:15][NH:16]4)=[O:10])[CH:6]=[CH:5][CH:4]=2)[CH2:53][CH2:52][O:51][CH2:50][CH2:49]1. Given the reactants Cl[CH2:2][C:3]1[N:8]=[C:7]([C:9]([NH:11][C:12]2[CH:20]=[C:19]([C:21]3[CH:22]=[C:23]4[CH:29]=[N:28][N:27](S(C5C=CC=CC=5)(=O)=O)[C:24]4=[N:25][CH:26]=3)[CH:18]=[C:17]3[C:13]=2[CH:14]=[N:15][N:16]3S(C2C=CC=CC=2)(=O)=O)=[O:10])[CH:6]=[CH:5][CH:4]=1.[NH:48]1[CH2:53][CH2:52][O:51][CH2:50][CH2:49]1.CCN(C(C)C)C(C)C.[I-].[Na+].C[Si](C)(C)[O-].[K+], predict the reaction product. (5) Given the reactants [NH:1]([C:3]1[CH:8]=[CH:7][NH:6][C:5](=[O:9])[CH:4]=1)[NH2:2].[CH3:10][C:11](=O)[CH2:12][CH2:13][CH:14]=[CH2:15], predict the reaction product. The product is: [CH3:15][C:14](=[N:2][NH:1][C:3]1[CH:8]=[CH:7][NH:6][C:5](=[O:9])[CH:4]=1)[CH2:13][CH2:12][CH:11]=[CH2:10]. (6) The product is: [CH3:50][C@@:14]1([OH:49])[C@H:13]([OH:51])[C@@H:12]([CH2:11][OH:10])[O:16][C@H:15]1[N:17]1[CH:25]=[N:24][C:23]2[C:18]1=[N:19][CH:20]=[N:21][C:22]=2[NH:7][CH:1]1[CH2:6][CH2:5][CH2:4][CH2:3][CH2:2]1. Given the reactants [CH:1]1([NH2:7])[CH2:6][CH2:5][CH2:4][CH2:3][CH2:2]1.CO[O:10][CH2:11][C@H:12]1[O:16][C@@:15](C(C2C=CC=CC=2)(C2C=CC=CC=2)C2C=CC=CC=2)([N:17]2[CH:25]=[N:24][C:23]3[C:18]2=[N:19][CH:20]=[N:21][C:22]=3S(C)(=O)=O)[C@:14]([CH3:50])([OH:49])[C@@H:13]1[OH:51], predict the reaction product.